This data is from NCI-60 drug combinations with 297,098 pairs across 59 cell lines. The task is: Regression. Given two drug SMILES strings and cell line genomic features, predict the synergy score measuring deviation from expected non-interaction effect. Drug 1: CC1CCCC2(C(O2)CC(NC(=O)CC(C(C(=O)C(C1O)C)(C)C)O)C(=CC3=CSC(=N3)C)C)C. Drug 2: COCCOC1=C(C=C2C(=C1)C(=NC=N2)NC3=CC=CC(=C3)C#C)OCCOC.Cl. Cell line: SK-OV-3. Synergy scores: CSS=47.0, Synergy_ZIP=14.9, Synergy_Bliss=24.8, Synergy_Loewe=-3.44, Synergy_HSA=13.7.